This data is from Forward reaction prediction with 1.9M reactions from USPTO patents (1976-2016). The task is: Predict the product of the given reaction. Given the reactants [CH3:1][C:2]1[C:3]([N:7]=[C:8]=[S:9])=[CH:4][S:5][CH:6]=1.[Cl:10][C:11]1[C:12]([NH2:18])=[C:13]([NH2:17])[CH:14]=[CH:15][CH:16]=1, predict the reaction product. The product is: [NH2:18][C:12]1[C:11]([Cl:10])=[CH:16][CH:15]=[CH:14][C:13]=1[NH:17][C:8]([NH:7][C:3]1[C:2]([CH3:1])=[CH:6][S:5][CH:4]=1)=[S:9].